From a dataset of Forward reaction prediction with 1.9M reactions from USPTO patents (1976-2016). Predict the product of the given reaction. (1) The product is: [C:34]([O:38][C:39](=[O:44])[NH:40][CH2:41][C:42]#[C:43][C:19]1[N:18]=[C:17]2[C:13]([N:14]=[CH:15][N:16]2[C@@H:22]2[CH2:26][C@H:25]([NH:27][C:28](=[O:31])[CH2:29][OH:30])[C@@H:24]([OH:32])[C@H:23]2[OH:33])=[C:12]([NH:11][C@H:8]([CH2:9][OH:10])[CH2:1][C:2]2[CH:7]=[CH:6][CH:5]=[CH:4][CH:3]=2)[N:20]=1)([CH3:37])([CH3:36])[CH3:35]. Given the reactants [CH2:1]([C@H:8]([NH:11][C:12]1[N:20]=[C:19](Cl)[N:18]=[C:17]2[C:13]=1[N:14]=[CH:15][N:16]2[C@@H:22]1[CH2:26][C@H:25]([NH:27][C:28](=[O:31])[CH2:29][OH:30])[C@@H:24]([OH:32])[C@H:23]1[OH:33])[CH2:9][OH:10])[C:2]1[CH:7]=[CH:6][CH:5]=[CH:4][CH:3]=1.[C:34]([O:38][C:39](=[O:44])[NH:40][CH2:41][C:42]#[CH:43])([CH3:37])([CH3:36])[CH3:35].C1(P(C2C=CC=CC=2)C2C=CC=CC=2)C=CC=CC=1, predict the reaction product. (2) Given the reactants [CH3:1][C@H:2]1[NH:7][C@@H:6]([CH3:8])[CH2:5][N:4]([C:9]2[CH:10]=[CH:11][C:12]([O:16][CH3:17])=[C:13]([CH:15]=2)[NH2:14])[CH2:3]1.CN1CCOCC1.[Br:25][C:26]1[CH:31]=[CH:30][C:29]([S:32](Cl)(=[O:34])=[O:33])=[CH:28][CH:27]=1, predict the reaction product. The product is: [Br:25][C:26]1[CH:31]=[CH:30][C:29]([S:32]([NH:14][C:13]2[CH:15]=[C:9]([N:4]3[CH2:3][C@H:2]([CH3:1])[NH:7][C@H:6]([CH3:8])[CH2:5]3)[CH:10]=[CH:11][C:12]=2[O:16][CH3:17])(=[O:34])=[O:33])=[CH:28][CH:27]=1. (3) Given the reactants [NH2:1][C:2]1[N:10]=[C:9]([O:11][CH2:12][CH2:13][CH2:14][CH3:15])[N:8]=[C:7]2[C:3]=1[NH:4][C:5](=[O:42])[N:6]2[CH2:16][CH2:17][CH2:18][CH2:19][N:20]([CH2:30][C:31]1[CH:32]=[C:33]([CH2:37][C:38]([O:40]C)=[O:39])[CH:34]=[CH:35][CH:36]=1)[CH2:21][CH2:22][CH2:23][N:24]1[CH2:29][CH2:28][O:27][CH2:26][CH2:25]1.[OH-].[Li+].O1CCCC1, predict the reaction product. The product is: [NH2:1][C:2]1[N:10]=[C:9]([O:11][CH2:12][CH2:13][CH2:14][CH3:15])[N:8]=[C:7]2[C:3]=1[NH:4][C:5](=[O:42])[N:6]2[CH2:16][CH2:17][CH2:18][CH2:19][N:20]([CH2:30][C:31]1[CH:32]=[C:33]([CH2:37][C:38]([OH:40])=[O:39])[CH:34]=[CH:35][CH:36]=1)[CH2:21][CH2:22][CH2:23][N:24]1[CH2:25][CH2:26][O:27][CH2:28][CH2:29]1. (4) Given the reactants [CH:1]1([C:4]2[CH:9]=[CH:8][C:7]([C:10](=[O:13])[CH2:11][CH3:12])=[CH:6][CH:5]=2)[CH2:3][CH2:2]1.[Li+].C[Si]([N-][Si](C)(C)C)(C)C.[F:24][C:25]([F:34])([F:33])[C:26](N1C=CN=C1)=[O:27], predict the reaction product. The product is: [CH:1]1([C:4]2[CH:5]=[CH:6][C:7]([C:10](=[O:13])[CH:11]([CH3:12])[C:26](=[O:27])[C:25]([F:24])([F:33])[F:34])=[CH:8][CH:9]=2)[CH2:3][CH2:2]1. (5) Given the reactants Cl[C:2]1[N:7]=[C:6]2[O:8][C:9]3[N:26]=[C:25]([C:27]4[CH:37]=[CH:36][C:30]([C:31]([N:33]([CH3:35])[CH3:34])=[O:32])=[CH:29][CH:28]=4)[CH:24]=[CH:23][C:10]=3[CH:11]([C:12]([CH3:22])([CH3:21])[C:13](=[O:20])[NH:14][C:15]3[S:16][CH:17]=[N:18][N:19]=3)[C:5]2=[CH:4][CH:3]=1.[NH:38]1[CH2:43][CH2:42][O:41][CH2:40][CH2:39]1, predict the reaction product. The product is: [CH3:21][C:12]([CH:11]1[C:5]2[C:6](=[N:7][C:2]([N:38]3[CH2:43][CH2:42][O:41][CH2:40][CH2:39]3)=[CH:3][CH:4]=2)[O:8][C:9]2[N:26]=[C:25]([C:27]3[CH:28]=[CH:29][C:30]([C:31]([N:33]([CH3:34])[CH3:35])=[O:32])=[CH:36][CH:37]=3)[CH:24]=[CH:23][C:10]1=2)([CH3:22])[C:13](=[O:20])[NH:14][C:15]1[S:16][CH:17]=[N:18][N:19]=1. (6) Given the reactants [F-:1].[K+].I([C:6]1[CH:7]=[C:8]([CH:23]=[CH:24][C:25]=1[N+:26]([O-:28])=[O:27])[C:9]([NH:11][CH2:12][C:13]([O:15][CH2:16][C:17]1[CH:22]=[CH:21][CH:20]=[CH:19][CH:18]=1)=[O:14])=[O:10])(=O)=O.C1OCCOCCOCCOCCOCCOC1.C(#N)C, predict the reaction product. The product is: [F:1][C:6]1[CH:7]=[C:8]([CH:23]=[CH:24][C:25]=1[N+:26]([O-:28])=[O:27])[C:9]([NH:11][CH2:12][C:13]([O:15][CH2:16][C:17]1[CH:22]=[CH:21][CH:20]=[CH:19][CH:18]=1)=[O:14])=[O:10]. (7) Given the reactants [CH2:1]([NH2:4])[CH2:2][CH3:3].N1C=CC=CC=1.C[CH:12]([CH2:16][CH2:17][CH2:18][C:19](Cl)=O)[C:13](Cl)=[O:14].[C:22](=O)(O)[O-:23].[Na+], predict the reaction product. The product is: [CH2:1]([NH:4][CH2:19][CH2:18][CH2:17][CH2:16][CH2:12][C:13]([O:23][CH3:22])=[O:14])[CH2:2][CH3:3]. (8) Given the reactants [CH3:1][O:2][C:3]1[CH:4]=[C:5]([CH:10]=[CH:11][C:12]=1[N+:13]([O-])=O)[C:6]([O:8][CH3:9])=[O:7].[H][H], predict the reaction product. The product is: [NH2:13][C:12]1[CH:11]=[CH:10][C:5]([C:6]([O:8][CH3:9])=[O:7])=[CH:4][C:3]=1[O:2][CH3:1]. (9) Given the reactants [OH:1][C@:2]([C:25]1[N:29]=[C:28]([CH3:30])[O:27][N:26]=1)([CH3:24])[C:3]#[C:4][C:5]1[CH:6]=[C:7]([N:11]2[C:19]3[C:14](=[CH:15][CH:16]=[CH:17][CH:18]=3)[C:13]([C:20]([O:22]C)=O)=[N:12]2)[CH:8]=[CH:9][CH:10]=1.[NH3:31], predict the reaction product. The product is: [OH:1][C@:2]([C:25]1[N:29]=[C:28]([CH3:30])[O:27][N:26]=1)([CH3:24])[C:3]#[C:4][C:5]1[CH:6]=[C:7]([N:11]2[C:19]3[C:14](=[CH:15][CH:16]=[CH:17][CH:18]=3)[C:13]([C:20]([NH2:31])=[O:22])=[N:12]2)[CH:8]=[CH:9][CH:10]=1. (10) Given the reactants [Br:1][C:2]1[CH:3]=[C:4]([CH:7]=[C:8]([Cl:10])[CH:9]=1)[CH:5]=O.[N:11]1([C:17]([O:19][C:20]([CH3:23])([CH3:22])[CH3:21])=[O:18])[CH2:16][CH2:15][NH:14][CH2:13][CH2:12]1, predict the reaction product. The product is: [Br:1][C:2]1[CH:3]=[C:4]([CH:7]=[C:8]([Cl:10])[CH:9]=1)[CH2:5][N:14]1[CH2:13][CH2:12][N:11]([C:17]([O:19][C:20]([CH3:23])([CH3:22])[CH3:21])=[O:18])[CH2:16][CH2:15]1.